This data is from NCI-60 drug combinations with 297,098 pairs across 59 cell lines. The task is: Regression. Given two drug SMILES strings and cell line genomic features, predict the synergy score measuring deviation from expected non-interaction effect. (1) Drug 1: CC1=C2C(C(=O)C3(C(CC4C(C3C(C(C2(C)C)(CC1OC(=O)C(C(C5=CC=CC=C5)NC(=O)C6=CC=CC=C6)O)O)OC(=O)C7=CC=CC=C7)(CO4)OC(=O)C)O)C)OC(=O)C. Drug 2: C1=NC(=NC(=O)N1C2C(C(C(O2)CO)O)O)N. Cell line: UACC62. Synergy scores: CSS=36.9, Synergy_ZIP=-1.88, Synergy_Bliss=-0.899, Synergy_Loewe=-0.868, Synergy_HSA=2.27. (2) Drug 1: C1=CC(=CC=C1CCC2=CNC3=C2C(=O)NC(=N3)N)C(=O)NC(CCC(=O)O)C(=O)O. Drug 2: CN(CC1=CN=C2C(=N1)C(=NC(=N2)N)N)C3=CC=C(C=C3)C(=O)NC(CCC(=O)O)C(=O)O. Cell line: MCF7. Synergy scores: CSS=44.2, Synergy_ZIP=-7.14, Synergy_Bliss=-6.69, Synergy_Loewe=2.63, Synergy_HSA=4.70. (3) Drug 1: CN1C2=C(C=C(C=C2)N(CCCl)CCCl)N=C1CCCC(=O)O.Cl. Drug 2: CC1=C(C=C(C=C1)C(=O)NC2=CC(=CC(=C2)C(F)(F)F)N3C=C(N=C3)C)NC4=NC=CC(=N4)C5=CN=CC=C5. Synergy scores: CSS=43.4, Synergy_ZIP=1.62, Synergy_Bliss=-0.358, Synergy_Loewe=-8.35, Synergy_HSA=-0.684. Cell line: SR. (4) Drug 1: C1CCN(CC1)CCOC2=CC=C(C=C2)C(=O)C3=C(SC4=C3C=CC(=C4)O)C5=CC=C(C=C5)O. Drug 2: CC(C1=C(C=CC(=C1Cl)F)Cl)OC2=C(N=CC(=C2)C3=CN(N=C3)C4CCNCC4)N. Cell line: SF-295. Synergy scores: CSS=14.9, Synergy_ZIP=-3.71, Synergy_Bliss=0.693, Synergy_Loewe=-6.20, Synergy_HSA=0.0231.